From a dataset of Reaction yield outcomes from USPTO patents with 853,638 reactions. Predict the reaction yield, written as a fraction of the theoretical maximum amount of product (1.0 means a 100% yield; for example, 0.34 means a 34% yield). (1) The reactants are Br[C:2]1[N:7]=[C:6]([C:8]([O:10][CH2:11][CH3:12])=[O:9])[CH:5]=[CH:4][CH:3]=1.[Br:13][C:14]1[CH:15]=[C:16](B(O)O)[C:17]2[O:21][CH2:20][CH2:19][C:18]=2[CH:22]=1. No catalyst specified. The product is [Br:13][C:14]1[CH:15]=[C:16]([C:2]2[N:7]=[C:6]([C:8]([O:10][CH2:11][CH3:12])=[O:9])[CH:5]=[CH:4][CH:3]=2)[C:17]2[O:21][CH2:20][CH2:19][C:18]=2[CH:22]=1. The yield is 0.570. (2) The reactants are Cl[C:2]1[CH:7]=[CH:6][C:5]([N+:8]([O-:10])=[O:9])=[CH:4][N:3]=1.C(N(CC)C(C)C)(C)C.[O:20]=[C:21]1[CH2:26][NH:25][CH2:24][CH2:23][NH:22]1.O. The catalyst is CN(C=O)C. The product is [N+:8]([C:5]1[CH:6]=[CH:7][C:2]([N:25]2[CH2:24][CH2:23][NH:22][C:21](=[O:20])[CH2:26]2)=[N:3][CH:4]=1)([O-:10])=[O:9]. The yield is 0.680. (3) The reactants are [N:1]1[CH:6]=[CH:5][CH:4]=[CH:3][C:2]=1[S:7][C:8]1[CH:9]=[C:10]([O:30][C:31]2[C:32]([CH3:38])=[N:33][N:34]([CH3:37])[C:35]=2[CH3:36])[C:11]([NH:14][C:15]2[S:19][N:18]=[C:17]([C@H:20]3[CH2:24][O:23]C4(CCCCC4)[O:21]3)[N:16]=2)=[N:12][CH:13]=1.[ClH:39].C(=O)(O)[O-].[Na+]. The catalyst is C(O)C. The product is [ClH:39].[N:1]1[CH:6]=[CH:5][CH:4]=[CH:3][C:2]=1[S:7][C:8]1[CH:9]=[C:10]([O:30][C:31]2[C:32]([CH3:38])=[N:33][N:34]([CH3:37])[C:35]=2[CH3:36])[C:11]([NH:14][C:15]2[S:19][N:18]=[C:17]([C@H:20]([OH:21])[CH2:24][OH:23])[N:16]=2)=[N:12][CH:13]=1. The yield is 0.659. (4) The reactants are C(N1C=CN=C1)([N:3]1C=CN=C1)=O.[O:13]=[C:14]1[N:19]([C:20]2[CH:25]=[CH:24][CH:23]=[CH:22][CH:21]=2)[C:18]2[S:26][C:27]([C:35]([OH:37])=O)=[C:28]([C:29]3[CH:34]=[CH:33][CH:32]=[CH:31][CH:30]=3)[C:17]=2[CH:16]=[CH:15]1.N. The catalyst is CN(C=O)C. The product is [O:13]=[C:14]1[N:19]([C:20]2[CH:25]=[CH:24][CH:23]=[CH:22][CH:21]=2)[C:18]2[S:26][C:27]([C:35]([NH2:3])=[O:37])=[C:28]([C:29]3[CH:34]=[CH:33][CH:32]=[CH:31][CH:30]=3)[C:17]=2[CH:16]=[CH:15]1. The yield is 0.740.